From a dataset of Forward reaction prediction with 1.9M reactions from USPTO patents (1976-2016). Predict the product of the given reaction. (1) Given the reactants CN1CCN(C2C=CC(NC3C4[N:17]([N:29]=[CH:30]N=4)[C:18]([C:21]4C=C(C(N)=O)SC=4)=CN=3)=CC=2)CC1.Br[C:33]1[N:38]2[N:39]=[CH:40][N:41]=[C:37]2[C:36]([NH:42][C:43]2[CH:44]=[CH:45][C:46]([N:51]3[CH2:56][CH2:55][O:54][CH2:53][CH2:52]3)=[C:47]([CH2:49][OH:50])[CH:48]=2)=[N:35][CH:34]=1.CC1(C)C(C)(C)OB(C2C=NNC=2)O1, predict the reaction product. The product is: [NH:17]1[CH:18]=[C:21]([C:33]2[N:38]3[N:39]=[CH:40][N:41]=[C:37]3[C:36]([NH:42][C:43]3[CH:44]=[CH:45][C:46]([N:51]4[CH2:56][CH2:55][O:54][CH2:53][CH2:52]4)=[C:47]([CH2:49][OH:50])[CH:48]=3)=[N:35][CH:34]=2)[CH:30]=[N:29]1. (2) Given the reactants [NH:1]1[C:5]([NH2:6])=[CH:4][CH:3]=[N:2]1.[Br:7][CH:8]([CH:11]=O)[CH:9]=O.C(O)C, predict the reaction product. The product is: [Br:7][C:8]1[CH:9]=[C:4]2[CH:3]=[N:2][NH:1][C:5]2=[N:6][CH:11]=1.[Br:7][C:8]1[CH:9]=[N:6][C:5]2[N:1]([N:2]=[CH:3][CH:4]=2)[CH:11]=1. (3) Given the reactants C(OC(=O)[NH:7][C:8]1[CH:13]=[C:12]([Cl:14])[C:11]([C:15]([F:18])([F:17])[F:16])=[CH:10][C:9]=1[NH:19][C:20](=[O:35])[CH2:21][C:22](=O)[C:23]1[CH:28]=[CH:27][CH:26]=[C:25]([N:29]2[CH:33]=[N:32][CH:31]=[N:30]2)[CH:24]=1)(C)(C)C.C(O)(C(F)(F)F)=O, predict the reaction product. The product is: [Cl:14][C:12]1[C:11]([C:15]([F:18])([F:17])[F:16])=[CH:10][C:9]2[NH:19][C:20](=[O:35])[CH2:21][C:22]([C:23]3[CH:28]=[CH:27][CH:26]=[C:25]([N:29]4[CH:33]=[N:32][CH:31]=[N:30]4)[CH:24]=3)=[N:7][C:8]=2[CH:13]=1. (4) Given the reactants C1N=C(N)C2N=CN([C@@H]3O[C@@H]4COP(O)(O[C@H]4[C@H]3O)=O)C=2N=1.P(OC[C@H]1O[C@@H](N2C3N=CN=C(N)C=3N=C2)[C@H](O)[C@@H]1O)(OP(OP(O)(O)=O)(O)=O)(=O)O.[Mg+2].[Cl-].[Cl-].C(S)[C@@H](O)[C@H](O)CS.[CH:65]1[CH:66]=[CH:67][C:68]([C:87]([OH:89])=[O:88])=[C:69]([C:71]2[C:81]3[CH:82]=[CH:83][C:84]([OH:86])=[CH:85][C:80]=3[O:79][C:78]3[C:72]=2[CH:73]=[CH:74][C:75]([CH:77]=3)=[O:76])[CH:70]=1.C[C@H](NC([C@@H](NC([C@@H](NC([C@@H](N)CC(C)C)=O)CCCNC(N)=N)=O)CCCNC(N)=N)=O)C(N[C@H](C(N[C@H](C(NCC(O)=O)=O)CC(C)C)=O)CO)=O.C[C@H](NC([C@@H](NC([C@@H](NC([C@@H](N)CC(C)C)=O)CCCNC(N)=N)=O)CCCNC(N)=N)=O)C(N[C@H](C(N[C@H](C(NCC(O)=O)=O)CC(C)C)=O)CO)=O, predict the reaction product. The product is: [CH:65]1[CH:66]=[CH:67][C:68]([C:87]([OH:89])=[O:88])=[C:69]([C:71]2[C:72]3[CH:73]=[CH:74][C:75]([OH:76])=[CH:77][C:78]=3[O:79][C:80]3[C:81]=2[CH:82]=[CH:83][C:84]([CH:85]=3)=[O:86])[CH:70]=1. (5) Given the reactants [S:1]1[C:5]([C:6]#[N:7])=[N:4][CH:3]=[N:2]1.C[O-].[Na+].[Cl-:11].[NH4+:12], predict the reaction product. The product is: [ClH:11].[S:1]1[C:5]([C:6](=[NH:12])[NH2:7])=[N:4][CH:3]=[N:2]1. (6) Given the reactants [SH:1][CH2:2][CH2:3][C:4]([O:6][CH3:7])=[O:5].[F:8][C:9]([F:13])([F:12])[CH:10]=[CH2:11], predict the reaction product. The product is: [CH3:7][O:6][C:4](=[O:5])[CH2:3][CH2:2][S:1][CH2:11][CH2:10][C:9]([F:13])([F:12])[F:8].